From a dataset of NCI-60 drug combinations with 297,098 pairs across 59 cell lines. Regression. Given two drug SMILES strings and cell line genomic features, predict the synergy score measuring deviation from expected non-interaction effect. (1) Drug 1: CS(=O)(=O)CCNCC1=CC=C(O1)C2=CC3=C(C=C2)N=CN=C3NC4=CC(=C(C=C4)OCC5=CC(=CC=C5)F)Cl. Drug 2: CN(CCCl)CCCl.Cl. Cell line: HCT116. Synergy scores: CSS=7.43, Synergy_ZIP=-2.37, Synergy_Bliss=-1.32, Synergy_Loewe=-21.0, Synergy_HSA=-2.27. (2) Drug 1: C1CN(CCN1C(=O)CCBr)C(=O)CCBr. Drug 2: C1CNP(=O)(OC1)N(CCCl)CCCl. Cell line: ACHN. Synergy scores: CSS=25.4, Synergy_ZIP=-1.54, Synergy_Bliss=-1.80, Synergy_Loewe=-2.34, Synergy_HSA=-2.12. (3) Drug 1: C1=CC(=CC=C1C#N)C(C2=CC=C(C=C2)C#N)N3C=NC=N3. Drug 2: CS(=O)(=O)CCNCC1=CC=C(O1)C2=CC3=C(C=C2)N=CN=C3NC4=CC(=C(C=C4)OCC5=CC(=CC=C5)F)Cl. Cell line: A498. Synergy scores: CSS=6.69, Synergy_ZIP=-4.17, Synergy_Bliss=-2.82, Synergy_Loewe=-2.57, Synergy_HSA=-2.20. (4) Synergy scores: CSS=42.6, Synergy_ZIP=1.47, Synergy_Bliss=3.12, Synergy_Loewe=2.93, Synergy_HSA=5.56. Drug 2: CC1C(C(CC(O1)OC2CC(CC3=C2C(=C4C(=C3O)C(=O)C5=C(C4=O)C(=CC=C5)OC)O)(C(=O)CO)O)N)O.Cl. Drug 1: CN1CCC(CC1)COC2=C(C=C3C(=C2)N=CN=C3NC4=C(C=C(C=C4)Br)F)OC. Cell line: OVCAR-4. (5) Drug 1: COC1=CC(=CC(=C1O)OC)C2C3C(COC3=O)C(C4=CC5=C(C=C24)OCO5)OC6C(C(C7C(O6)COC(O7)C8=CC=CS8)O)O. Drug 2: CC1=C(C=C(C=C1)NC(=O)C2=CC=C(C=C2)CN3CCN(CC3)C)NC4=NC=CC(=N4)C5=CN=CC=C5. Cell line: HOP-62. Synergy scores: CSS=47.4, Synergy_ZIP=-0.647, Synergy_Bliss=1.01, Synergy_Loewe=-2.68, Synergy_HSA=2.75. (6) Drug 1: CS(=O)(=O)CCNCC1=CC=C(O1)C2=CC3=C(C=C2)N=CN=C3NC4=CC(=C(C=C4)OCC5=CC(=CC=C5)F)Cl. Drug 2: C(CC(=O)O)C(=O)CN.Cl. Cell line: UACC62. Synergy scores: CSS=-1.05, Synergy_ZIP=-0.598, Synergy_Bliss=-1.79, Synergy_Loewe=-4.26, Synergy_HSA=-2.75.